Dataset: Full USPTO retrosynthesis dataset with 1.9M reactions from patents (1976-2016). Task: Predict the reactants needed to synthesize the given product. Given the product [Cl:23][C:24]1[CH:25]=[C:26]([CH:27]([OH:28])[C:2]2[O:48][C:46]([CH2:45][O:44][C:39]3[CH:40]=[C:41]4[C:36](=[CH:37][CH:38]=3)[NH:35][C:34](=[O:33])[CH2:43][CH2:42]4)=[N:3][N:1]=2)[CH:29]=[CH:30][C:31]=1[Cl:32], predict the reactants needed to synthesize it. The reactants are: [N+:1]([N:3]=P(C1C=CC=CC=1)(C1C=CC=CC=1)C1C=CC=CC=1)#[C-:2].[Cl:23][C:24]1[CH:25]=[C:26]([CH:29]=[CH:30][C:31]=1[Cl:32])[CH:27]=[O:28].[O:33]=[C:34]1[CH2:43][CH2:42][C:41]2[C:36](=[CH:37][CH:38]=[C:39]([O:44][CH2:45][C:46]([OH:48])=O)[CH:40]=2)[NH:35]1.